This data is from NCI-60 drug combinations with 297,098 pairs across 59 cell lines. The task is: Regression. Given two drug SMILES strings and cell line genomic features, predict the synergy score measuring deviation from expected non-interaction effect. (1) Drug 1: C1=CC(=CC=C1CCC2=CNC3=C2C(=O)NC(=N3)N)C(=O)NC(CCC(=O)O)C(=O)O. Drug 2: C1=CC(=CC=C1CCCC(=O)O)N(CCCl)CCCl. Cell line: MDA-MB-231. Synergy scores: CSS=23.6, Synergy_ZIP=-7.83, Synergy_Bliss=-6.93, Synergy_Loewe=-3.47, Synergy_HSA=-2.18. (2) Drug 1: C1=C(C(=O)NC(=O)N1)N(CCCl)CCCl. Drug 2: CC1C(C(CC(O1)OC2CC(OC(C2O)C)OC3=CC4=CC5=C(C(=O)C(C(C5)C(C(=O)C(C(C)O)O)OC)OC6CC(C(C(O6)C)O)OC7CC(C(C(O7)C)O)OC8CC(C(C(O8)C)O)(C)O)C(=C4C(=C3C)O)O)O)O. Cell line: KM12. Synergy scores: CSS=6.09, Synergy_ZIP=1.52, Synergy_Bliss=-0.0678, Synergy_Loewe=5.23, Synergy_HSA=2.05. (3) Drug 1: CN(C(=O)NC(C=O)C(C(C(CO)O)O)O)N=O. Drug 2: CCC1(C2=C(COC1=O)C(=O)N3CC4=CC5=C(C=CC(=C5CN(C)C)O)N=C4C3=C2)O.Cl. Cell line: SN12C. Synergy scores: CSS=7.23, Synergy_ZIP=-7.93, Synergy_Bliss=-19.4, Synergy_Loewe=-60.7, Synergy_HSA=-16.9. (4) Drug 1: C1=CC(=CC=C1CCCC(=O)O)N(CCCl)CCCl. Drug 2: C1=NC2=C(N=C(N=C2N1C3C(C(C(O3)CO)O)F)Cl)N. Cell line: MOLT-4. Synergy scores: CSS=67.4, Synergy_ZIP=-2.31, Synergy_Bliss=-4.41, Synergy_Loewe=-7.51, Synergy_HSA=-3.48. (5) Drug 1: CN1CCC(CC1)COC2=C(C=C3C(=C2)N=CN=C3NC4=C(C=C(C=C4)Br)F)OC. Drug 2: C1CCC(C1)C(CC#N)N2C=C(C=N2)C3=C4C=CNC4=NC=N3. Cell line: ACHN. Synergy scores: CSS=17.1, Synergy_ZIP=-6.68, Synergy_Bliss=1.93, Synergy_Loewe=-6.19, Synergy_HSA=1.57. (6) Drug 1: C1CN(P(=O)(OC1)NCCCl)CCCl. Drug 2: C1C(C(OC1N2C=NC(=NC2=O)N)CO)O. Synergy scores: CSS=1.72, Synergy_ZIP=-1.59, Synergy_Bliss=-0.0615, Synergy_Loewe=-4.23, Synergy_HSA=-3.19. Cell line: RXF 393.